This data is from Full USPTO retrosynthesis dataset with 1.9M reactions from patents (1976-2016). The task is: Predict the reactants needed to synthesize the given product. (1) Given the product [C:1]([O:5][C:6]([N:8]1[CH2:12][C@H:11]([S:13][C:14]([C:15]2[CH:20]=[CH:19][CH:18]=[CH:17][CH:16]=2)([C:27]2[CH:28]=[CH:29][CH:30]=[CH:31][CH:32]=2)[C:21]2[CH:26]=[CH:25][CH:24]=[CH:23][CH:22]=2)[CH2:10][C@H:9]1[CH2:33][O:34][CH2:38][C:37]1[CH:40]=[C:41]([F:45])[C:42]([F:44])=[CH:43][C:36]=1[F:35])=[O:7])([CH3:4])([CH3:3])[CH3:2], predict the reactants needed to synthesize it. The reactants are: [C:1]([O:5][C:6]([N:8]1[CH2:12][C@H:11]([S:13][C:14]([C:27]2[CH:32]=[CH:31][CH:30]=[CH:29][CH:28]=2)([C:21]2[CH:26]=[CH:25][CH:24]=[CH:23][CH:22]=2)[C:15]2[CH:20]=[CH:19][CH:18]=[CH:17][CH:16]=2)[CH2:10][C@H:9]1[CH2:33][OH:34])=[O:7])([CH3:4])([CH3:3])[CH3:2].[F:35][C:36]1[CH:43]=[C:42]([F:44])[C:41]([F:45])=[CH:40][C:37]=1[CH2:38]Br.[H-].[Na+].[NH4+].[Cl-]. (2) Given the product [S:5](=[O:6])(=[O:7])([O:29][CH2:28][C@@H:22]1[C@@H:21]([C:16]2[CH:17]=[CH:18][CH:19]=[CH:20][C:15]=2[Cl:14])[O:25][C:24]([CH3:27])([CH3:26])[O:23]1)[NH2:8], predict the reactants needed to synthesize it. The reactants are: C(#N)C.Cl[S:5]([N:8]=C=O)(=[O:7])=[O:6].C(O)=O.[Cl:14][C:15]1[CH:20]=[CH:19][CH:18]=[CH:17][C:16]=1[C@H:21]1[O:25][C:24]([CH3:27])([CH3:26])[O:23][C@@H:22]1[CH2:28][OH:29].CN(C)C(=O)C. (3) Given the product [N:1]1[CH:6]=[CH:5][CH:4]=[C:3]([CH2:7][NH:8][C:9]([C:11]2[S:15][C:14]([C:16]3[CH:20]=[CH:19][N:18]([CH2:23][C:24]4[CH:29]=[CH:28][C:27]([C:30]([CH3:33])([CH3:32])[CH3:31])=[CH:26][CH:25]=4)[N:17]=3)=[N:13][C:12]=2[CH3:21])=[O:10])[CH:2]=1, predict the reactants needed to synthesize it. The reactants are: [N:1]1[CH:6]=[CH:5][CH:4]=[C:3]([CH2:7][NH:8][C:9]([C:11]2[S:15][C:14]([C:16]3[NH:17][N:18]=[CH:19][CH:20]=3)=[N:13][C:12]=2[CH3:21])=[O:10])[CH:2]=1.Br[CH2:23][C:24]1[CH:29]=[CH:28][C:27]([C:30]([CH3:33])([CH3:32])[CH3:31])=[CH:26][CH:25]=1. (4) Given the product [CH3:18][N:19]([CH3:21])[CH2:20][C:4]1[C:5]2[C:6](=[N:7][CH:8]=[CH:9][CH:10]=2)[N:2]([CH3:1])[C:3]=1[C:11]1[CH:16]=[CH:15][CH:14]=[CH:13][CH:12]=1, predict the reactants needed to synthesize it. The reactants are: [CH3:1][N:2]1[C:6]2=[N:7][CH:8]=[CH:9][CH:10]=[C:5]2[CH:4]=[C:3]1[C:11]1[CH:16]=[CH:15][CH:14]=[CH:13][CH:12]=1.Cl.[CH3:18][NH:19][CH3:20].[CH3:21]C1OC(C)OC(C)O1. (5) Given the product [NH2:29][C:30]1[N:31]=[CH:32][C:33]([C:34]([N:3]2[CH2:4][CH2:5][O:6][CH2:7][C@H:2]2[CH3:1])=[O:35])=[CH:37][CH:38]=1, predict the reactants needed to synthesize it. The reactants are: [CH3:1][C@@H:2]1[CH2:7][O:6][CH2:5][CH2:4][NH:3]1.C(N=C=NCCCN(C)C)C.OC1C2N=NNC=2C=CC=1.[NH2:29][C:30]1[CH:38]=[CH:37][C:33]([C:34](O)=[O:35])=[CH:32][N:31]=1. (6) Given the product [CH3:11][O:12][C:13](=[O:17])[C@H:14]([NH:16][C:34](=[O:35])[C@@H:33]([NH:32][C:22]([O:24][CH2:25][C:26]1[CH:31]=[CH:30][CH:29]=[CH:28][CH:27]=1)=[O:23])[CH2:36][OH:37])[CH3:15], predict the reactants needed to synthesize it. The reactants are: C(N(C(C)C)CC)(C)C.Cl.[CH3:11][O:12][C:13](=[O:17])[C@H:14]([NH2:16])[CH3:15].C(Cl)CCl.[C:22]([NH:32][C@H:33]([C:36](O)=[O:37])[CH2:34][OH:35])([O:24][CH2:25][C:26]1[CH:31]=[CH:30][CH:29]=[CH:28][CH:27]=1)=[O:23]. (7) The reactants are: [C:1]([CH2:3][C:4]1([N:18]2[CH:22]=[C:21]([C:23]3[C:24]4[CH:31]=[CH:30][N:29]([CH2:32][O:33][CH2:34][CH2:35][Si:36]([CH3:39])([CH3:38])[CH3:37])[C:25]=4[N:26]=[CH:27][N:28]=3)[CH:20]=[N:19]2)[CH2:7][N:6]([C:8]2[N:9]=[CH:10][C:11]([C:14]([O:16]C)=[O:15])=[N:12][CH:13]=2)[CH2:5]1)#[N:2].O.[OH-].[Li+].Cl. Given the product [C:1]([CH2:3][C:4]1([N:18]2[CH:22]=[C:21]([C:23]3[C:24]4[CH:31]=[CH:30][N:29]([CH2:32][O:33][CH2:34][CH2:35][Si:36]([CH3:37])([CH3:39])[CH3:38])[C:25]=4[N:26]=[CH:27][N:28]=3)[CH:20]=[N:19]2)[CH2:7][N:6]([C:8]2[N:9]=[CH:10][C:11]([C:14]([OH:16])=[O:15])=[N:12][CH:13]=2)[CH2:5]1)#[N:2], predict the reactants needed to synthesize it. (8) Given the product [F:18][C:19]1[CH:20]=[C:21]([CH:24]=[CH:25][CH:26]=1)[CH2:22][N:12]1[C:13]([CH3:17])([CH3:16])[C:14](=[O:15])[N:11]1[CH:2]1[CH:3]2[CH2:4][CH:5]3[CH2:6][CH:7]([CH2:8][CH:1]1[CH2:10]3)[CH2:9]2, predict the reactants needed to synthesize it. The reactants are: [CH:1]12[CH2:10][CH:5]3[CH2:6][CH:7]([CH2:9][CH:3]([CH2:4]3)[CH:2]1[N:11]1[C:14](=[O:15])[C:13]([CH3:17])([CH3:16])[NH:12]1)[CH2:8]2.[F:18][C:19]1[CH:20]=[C:21]([CH:24]=[CH:25][CH:26]=1)[CH2:22]Br. (9) Given the product [F:1][CH:2]([F:12])[O:3][C:4]1[CH:11]=[CH:10][CH:9]=[CH:8][C:5]=1[CH2:6][O:13][C:14]1[CH:18]=[C:17]([N:19]2[C:23]3[CH:24]=[N:25][CH:26]=[CH:27][C:22]=3[N:21]=[CH:20]2)[S:16][C:15]=1[C:28]([O:30][CH3:31])=[O:29], predict the reactants needed to synthesize it. The reactants are: [F:1][CH:2]([F:12])[O:3][C:4]1[CH:11]=[CH:10][CH:9]=[CH:8][C:5]=1[CH2:6]Br.[OH:13][C:14]1[CH:18]=[C:17]([N:19]2[C:23]3[CH:24]=[N:25][CH:26]=[CH:27][C:22]=3[N:21]=[CH:20]2)[S:16][C:15]=1[C:28]([O:30][CH3:31])=[O:29].C(=O)([O-])[O-].[K+].[K+].